Predict the reactants needed to synthesize the given product. From a dataset of Full USPTO retrosynthesis dataset with 1.9M reactions from patents (1976-2016). (1) Given the product [C:1]([N:8]1[CH2:9][CH2:10][C:11]([CH2:14][NH2:15])([C:16]2[CH:17]=[CH:18][C:19]([Cl:22])=[CH:20][CH:21]=2)[CH2:12][CH2:13]1)([O:3][C:4]([CH3:7])([CH3:6])[CH3:5])=[O:2], predict the reactants needed to synthesize it. The reactants are: [C:1]([N:8]1[CH2:13][CH2:12][C:11]([C:16]2[CH:21]=[CH:20][C:19]([Cl:22])=[CH:18][CH:17]=2)([C:14]#[N:15])[CH2:10][CH2:9]1)([O:3][C:4]([CH3:7])([CH3:6])[CH3:5])=[O:2].[OH-].[NH4+]. (2) Given the product [CH2:1]([O:3][C:4](=[O:9])[CH2:5][CH:6]1[CH2:7][S:13][CH2:12][CH2:11][N:10]1[C:21]([O:23][C:24]([CH3:27])([CH3:26])[CH3:25])=[O:22])[CH3:2], predict the reactants needed to synthesize it. The reactants are: [CH2:1]([O:3][C:4](=[O:9])/[CH:5]=[CH:6]/[CH2:7]Br)[CH3:2].[NH2:10][CH2:11][CH2:12][SH:13].C(N(CC)CC)C.[C:21](O[C:21]([O:23][C:24]([CH3:27])([CH3:26])[CH3:25])=[O:22])([O:23][C:24]([CH3:27])([CH3:26])[CH3:25])=[O:22].